Dataset: Forward reaction prediction with 1.9M reactions from USPTO patents (1976-2016). Task: Predict the product of the given reaction. (1) Given the reactants [Cl:1][C:2]1[CH:7]=[CH:6][C:5]([C:8]([N:15]2[C:23]3[C:18](=[C:19]([NH:24][S:25]([CH3:28])(=[O:27])=[O:26])[CH:20]=[CH:21][CH:22]=3)[CH:17]=[N:16]2)([CH2:13][CH3:14])/[CH:9]=[CH:10]/[C:11]#[N:12])=[CH:4][CH:3]=1, predict the reaction product. The product is: [Cl:1][C:2]1[CH:7]=[CH:6][C:5]([C:8]([N:15]2[C:23]3[C:18](=[C:19]([NH:24][S:25]([CH3:28])(=[O:27])=[O:26])[CH:20]=[CH:21][CH:22]=3)[CH:17]=[N:16]2)([CH2:13][CH3:14])[CH2:9][CH2:10][C:11]#[N:12])=[CH:4][CH:3]=1. (2) Given the reactants [CH3:1][S:2]([C:5]1[CH:6]=[CH:7][C:8]([C:11]#[N:12])=[N:9][CH:10]=1)(=[O:4])=[O:3].[ClH:13].[H][H], predict the reaction product. The product is: [ClH:13].[CH3:1][S:2]([C:5]1[CH:6]=[CH:7][C:8]([CH2:11][NH2:12])=[N:9][CH:10]=1)(=[O:4])=[O:3]. (3) Given the reactants [CH2:1]([NH:5][S:6]([C:9]1[CH:14]=[CH:13][C:12]([O:15][CH3:16])=[CH:11][CH:10]=1)(=[O:8])=[O:7])[CH:2]([CH3:4])[CH3:3].[H-].[Na+].[Cl:19][C:20]1[CH:27]=[CH:26][C:23]([CH2:24]Br)=[CH:22][CH:21]=1.O, predict the reaction product. The product is: [Cl:19][C:20]1[CH:27]=[CH:26][C:23]([CH2:24][N:5]([CH2:1][CH:2]([CH3:4])[CH3:3])[S:6]([C:9]2[CH:10]=[CH:11][C:12]([O:15][CH3:16])=[CH:13][CH:14]=2)(=[O:8])=[O:7])=[CH:22][CH:21]=1. (4) Given the reactants [CH3:1][NH:2][C:3]([C:5]1[NH:13][C:12]2[C:7](=[N:8][CH:9]=[CH:10][CH:11]=2)[C:6]=1[S:14][C:15]1[CH:20]=[CH:19][CH:18]=[CH:17][CH:16]=1)=[O:4].[CH3:21]OS(OC)(=O)=O, predict the reaction product. The product is: [CH3:1][NH:2][C:3]([C:5]1[N:13]([CH3:21])[C:12]2[C:7](=[N:8][CH:9]=[CH:10][CH:11]=2)[C:6]=1[S:14][C:15]1[CH:20]=[CH:19][CH:18]=[CH:17][CH:16]=1)=[O:4]. (5) Given the reactants [CH2:1]1[O:3][C@H:2]1[CH2:4][Cl:5].[NH2:6][C:7]1[CH:12]=[CH:11][C:10]([N:13]2[CH2:18][CH2:17][O:16][CH2:15][C:14]2=[O:19])=[CH:9][CH:8]=1, predict the reaction product. The product is: [Cl:5][CH2:4][C@H:2]([OH:3])[CH2:1][NH:6][C:7]1[CH:8]=[CH:9][C:10]([N:13]2[CH2:18][CH2:17][O:16][CH2:15][C:14]2=[O:19])=[CH:11][CH:12]=1.